From a dataset of Forward reaction prediction with 1.9M reactions from USPTO patents (1976-2016). Predict the product of the given reaction. (1) Given the reactants [Br:1][C:2]1[C:11]2[C:6](=[CH:7][C:8]([C:12]3[CH:17]=[C:16]([F:18])[CH:15]=[CH:14][C:13]=3[CH3:19])=[CH:9][CH:10]=2)[CH:5]=[N:4][C:3]=1[NH2:20].N1C=CC=CC=1.[CH:27]1([C:30](Cl)=[O:31])[CH2:29][CH2:28]1.C(=O)(O)[O-].[Na+], predict the reaction product. The product is: [Br:1][C:2]1[C:11]2[C:6](=[CH:7][C:8]([C:12]3[CH:17]=[C:16]([F:18])[CH:15]=[CH:14][C:13]=3[CH3:19])=[CH:9][CH:10]=2)[CH:5]=[N:4][C:3]=1[NH:20][C:30]([CH:27]1[CH2:29][CH2:28]1)=[O:31]. (2) Given the reactants [CH3:1][O:2][C:3]1[CH:4]=[C:5]2[C:10](=[CH:11][C:12]=1[O:13][CH3:14])[N:9]=[CH:8][CH:7]=[C:6]2[O:15][C:16]1[CH:22]=[CH:21][C:19]([NH2:20])=[C:18]([CH3:23])[C:17]=1[CH3:24].ClC(Cl)(O[C:29](=[O:35])OC(Cl)(Cl)Cl)Cl.[NH2:37][C:38]1[CH:43]=[CH:42][CH:41]=[CH:40][N:39]=1.CO, predict the reaction product. The product is: [CH3:1][O:2][C:3]1[CH:4]=[C:5]2[C:10](=[CH:11][C:12]=1[O:13][CH3:14])[N:9]=[CH:8][CH:7]=[C:6]2[O:15][C:16]1[CH:22]=[CH:21][C:19]([NH:20][C:29]([NH:37][C:38]2[CH:43]=[CH:42][CH:41]=[CH:40][N:39]=2)=[O:35])=[C:18]([CH3:23])[C:17]=1[CH3:24]. (3) Given the reactants [CH3:1][O:2][C:3]1[CH:8]=[CH:7][C:6]([C:9]2[N:10]=[C:11](Cl)[C:12]3[C:17]([CH:18]=2)=[CH:16][CH:15]=[CH:14][CH:13]=3)=[CH:5][CH:4]=1.[Cl-].[NH4+].O1CCC[CH2:23]1, predict the reaction product. The product is: [CH3:1][O:2][C:3]1[CH:8]=[CH:7][C:6]([C:9]2[N:10]=[C:11]([CH3:23])[C:12]3[C:17]([CH:18]=2)=[CH:16][CH:15]=[CH:14][CH:13]=3)=[CH:5][CH:4]=1. (4) Given the reactants [F:1][C:2]1[CH:7]=[CH:6][C:5](/[CH:8]=[CH:9]/[C:10]2[CH:15]=[CH:14][C:13]([S:16]([C:19]3[C:24]([N+:25]([O-])=O)=[CH:23][CH:22]=[CH:21][N:20]=3)(=[O:18])=[O:17])=[CH:12][CH:11]=2)=[CH:4][CH:3]=1.BrC1C([N+]([O-])=O)=CC=CN=1, predict the reaction product. The product is: [F:1][C:2]1[CH:7]=[CH:6][C:5](/[CH:8]=[CH:9]/[C:10]2[CH:11]=[CH:12][C:13]([S:16]([C:19]3[C:24]([NH2:25])=[CH:23][CH:22]=[CH:21][N:20]=3)(=[O:17])=[O:18])=[CH:14][CH:15]=2)=[CH:4][CH:3]=1. (5) Given the reactants [C:1]([N:4]1[CH2:9][CH2:8][N:7]([C:10]2[CH:11]=[C:12]([NH:16][CH:17]=O)[CH:13]=[CH:14][CH:15]=2)[CH2:6][CH2:5]1)(=[O:3])[CH3:2].[H-].[Na+].[H][H].FC1[CH:29]=[CH:28][C:27]([CH3:30])=[CH:26][C:25]=1[N+:31]([O-:33])=[O:32], predict the reaction product. The product is: [CH3:30][C:27]1[CH:28]=[CH:29][C:17]([NH:16][C:12]2[CH:11]=[C:10]([N:7]3[CH2:8][CH2:9][N:4]([C:1](=[O:3])[CH3:2])[CH2:5][CH2:6]3)[CH:15]=[CH:14][CH:13]=2)=[C:25]([N+:31]([O-:33])=[O:32])[CH:26]=1.